Dataset: Full USPTO retrosynthesis dataset with 1.9M reactions from patents (1976-2016). Task: Predict the reactants needed to synthesize the given product. Given the product [N+:1]([C:4]1[CH:5]=[C:6]([CH:18]=[CH:19][CH:20]=1)[O:7][C:8]1[CH:9]=[CH:10][C:11]2[N:12]([N:14]=[C:15]([NH:17][C:24]([CH:21]3[CH2:23][CH2:22]3)=[O:25])[N:16]=2)[CH:13]=1)([O-:3])=[O:2], predict the reactants needed to synthesize it. The reactants are: [N+:1]([C:4]1[CH:5]=[C:6]([CH:18]=[CH:19][CH:20]=1)[O:7][C:8]1[CH:9]=[CH:10][C:11]2[N:12]([N:14]=[C:15]([NH2:17])[N:16]=2)[CH:13]=1)([O-:3])=[O:2].[CH:21]1([C:24](Cl)=[O:25])[CH2:23][CH2:22]1.O.